Predict the reactants needed to synthesize the given product. From a dataset of Full USPTO retrosynthesis dataset with 1.9M reactions from patents (1976-2016). Given the product [CH3:46][N:47]([CH3:51])[CH2:48][CH2:49][NH:50][C:39](=[O:41])[C:38]([NH:37][C:33]1[CH:34]=[CH:35][CH:36]=[C:31]([C:22]2[C:21]3[CH2:43][C:17]([CH3:16])([CH3:45])[CH2:18][C:19](=[O:44])[C:20]=3[S:24][C:23]=2[N:25]2[CH2:26][CH2:27][O:28][CH2:29][CH2:30]2)[CH:32]=1)=[O:42], predict the reactants needed to synthesize it. The reactants are: ClC(OCC(C)C)=O.C(N(CC)CC)C.[CH3:16][C:17]1([CH3:45])[CH2:43][C:21]2[C:22]([C:31]3[CH:32]=[C:33]([NH:37][C:38](=[O:42])[C:39]([OH:41])=O)[CH:34]=[CH:35][CH:36]=3)=[C:23]([N:25]3[CH2:30][CH2:29][O:28][CH2:27][CH2:26]3)[S:24][C:20]=2[C:19](=[O:44])[CH2:18]1.[CH3:46][N:47]([CH3:51])[CH2:48][CH2:49][NH2:50].